From a dataset of Forward reaction prediction with 1.9M reactions from USPTO patents (1976-2016). Predict the product of the given reaction. (1) Given the reactants [C:1]([C:7]1[C:15]2[C:10](=[N:11][CH:12]=[C:13]([NH:16][C:17]3[CH:22]=[CH:21][C:20]([CH:23]=[C:24]([N:27]4[CH:31]=[N:30][CH:29]=[N:28]4)[C:25]#[N:26])=[CH:19][CH:18]=3)[N:14]=2)[N:9](COCC[Si](C)(C)C)[CH:8]=1)(=[O:6])[C:2]([CH3:5])([CH3:4])[CH3:3].C(O)(C(F)(F)F)=O.O.O.O.C([O-])(=O)C.[Na+], predict the reaction product. The product is: [C:1]([C:7]1[C:15]2[C:10](=[N:11][CH:12]=[C:13]([NH:16][C:17]3[CH:22]=[CH:21][C:20]([CH:23]=[C:24]([N:27]4[CH:31]=[N:30][CH:29]=[N:28]4)[C:25]#[N:26])=[CH:19][CH:18]=3)[N:14]=2)[NH:9][CH:8]=1)(=[O:6])[C:2]([CH3:5])([CH3:4])[CH3:3]. (2) Given the reactants Cl.I[CH2:3]I.[C:5]1([C@@H:11]2[C@@H:15]([C:16]3[CH:21]=[CH:20][CH:19]=[CH:18][CH:17]=3)[O:14][C:13]3([CH2:26][CH2:25][CH2:24][CH:23]=[CH:22]3)[O:12]2)[CH:10]=[CH:9][CH:8]=[CH:7][CH:6]=1, predict the reaction product. The product is: [C:5]1([C@@H:11]2[C@@H:15]([C:16]3[CH:17]=[CH:18][CH:19]=[CH:20][CH:21]=3)[O:14][C:13]3([CH2:26][CH2:25][CH2:24][C@H:23]4[C@@H:22]3[CH2:3]4)[O:12]2)[CH:10]=[CH:9][CH:8]=[CH:7][CH:6]=1. (3) Given the reactants [N:1]1([C:7](=[O:18])[CH2:8][C:9]2[CH:14]=[CH:13][CH:12]=[C:11]([N+:15]([O-])=O)[CH:10]=2)[CH2:6][CH2:5][O:4][CH2:3][CH2:2]1, predict the reaction product. The product is: [NH2:15][C:11]1[CH:10]=[C:9]([CH2:8][C:7]([N:1]2[CH2:2][CH2:3][O:4][CH2:5][CH2:6]2)=[O:18])[CH:14]=[CH:13][CH:12]=1. (4) Given the reactants Cl.[NH2:2][CH2:3][C:4]1[CH:12]=[CH:11][CH:10]=[C:9]2[C:5]=1[C:6](=[O:22])[N:7]([CH:14]1[CH2:19][CH2:18][C:17](=[O:20])[NH:16][C:15]1=[O:21])[C:8]2=[O:13].N12CCCN=C1CCCCC2.ON1C2C=CC=CC=2N=N1.[S:44]1[CH:48]=[CH:47][C:46]([CH2:49][C:50](O)=[O:51])=[CH:45]1.Cl.CN(C)CCCN=C=NCC, predict the reaction product. The product is: [O:21]=[C:15]1[CH:14]([N:7]2[C:6](=[O:22])[C:5]3[C:9](=[CH:10][CH:11]=[CH:12][C:4]=3[CH2:3][NH:2][C:50](=[O:51])[CH2:49][C:46]3[CH:47]=[CH:48][S:44][CH:45]=3)[C:8]2=[O:13])[CH2:19][CH2:18][C:17](=[O:20])[NH:16]1. (5) Given the reactants [CH:1]1([CH2:4][NH:5][CH:6]2[CH2:11][CH2:10][N:9]([C:12]([O:14][CH2:15][C:16]3[CH:21]=[CH:20][CH:19]=[CH:18][CH:17]=3)=[O:13])[CH2:8][CH2:7]2)[CH2:3][CH2:2]1.C(N(CC)CC)C.[C:29](O[C:29]([O:31][C:32]([CH3:35])([CH3:34])[CH3:33])=[O:30])([O:31][C:32]([CH3:35])([CH3:34])[CH3:33])=[O:30], predict the reaction product. The product is: [C:32]([O:31][C:29]([N:5]([CH2:4][CH:1]1[CH2:3][CH2:2]1)[CH:6]1[CH2:11][CH2:10][N:9]([C:12]([O:14][CH2:15][C:16]2[CH:21]=[CH:20][CH:19]=[CH:18][CH:17]=2)=[O:13])[CH2:8][CH2:7]1)=[O:30])([CH3:35])([CH3:34])[CH3:33].